Dataset: Forward reaction prediction with 1.9M reactions from USPTO patents (1976-2016). Task: Predict the product of the given reaction. (1) Given the reactants [OH:1][C:2]1[C:11]2[C:6](=[CH:7][CH:8]=[CH:9][CH:10]=2)[C@@:5]([CH3:17])([CH2:12][CH2:13][CH:14]([CH3:16])[CH3:15])[C:4](=[O:18])[C:3]=1[C:19](OCC)=O.[NH2:24][C:25]1[CH:30]=[CH:29][C:28]([NH:31][C:32](=[O:38])[O:33][C:34]([CH3:37])([CH3:36])[CH3:35])=[CH:27][C:26]=1[S:39]([NH2:42])(=[O:41])=[O:40].C(N(CC)CC)C, predict the reaction product. The product is: [OH:1][C:2]1[C:11]2[C:6](=[CH:7][CH:8]=[CH:9][CH:10]=2)[C@@:5]([CH3:17])([CH2:12][CH2:13][CH:14]([CH3:15])[CH3:16])[C:4](=[O:18])[C:3]=1[C:19]1[NH:24][C:25]2[CH:30]=[CH:29][C:28]([NH:31][C:32](=[O:38])[O:33][C:34]([CH3:36])([CH3:37])[CH3:35])=[CH:27][C:26]=2[S:39](=[O:40])(=[O:41])[N:42]=1. (2) Given the reactants C([O:8][C:9]1[CH:18]=[C:17]2[C:12]([C:13](=[O:27])[N:14]([CH2:19][O:20][C:21](=[O:26])[C:22]([CH3:25])([CH3:24])[CH3:23])[CH:15]=[N:16]2)=[CH:11][C:10]=1[O:28][CH3:29])C1C=CC=CC=1, predict the reaction product. The product is: [OH:8][C:9]1[CH:18]=[C:17]2[C:12]([C:13](=[O:27])[N:14]([CH2:19][O:20][C:21](=[O:26])[C:22]([CH3:23])([CH3:24])[CH3:25])[CH:15]=[N:16]2)=[CH:11][C:10]=1[O:28][CH3:29].